Dataset: Full USPTO retrosynthesis dataset with 1.9M reactions from patents (1976-2016). Task: Predict the reactants needed to synthesize the given product. Given the product [F:1][C:2]1[CH:7]=[C:6]([O:8][C:9]([F:10])([F:11])[F:12])[CH:5]=[CH:4][C:3]=1[N:13]1[CH:25]=[C:21]([O:22][CH3:23])[C:20](=[O:24])[C:15]([C:16]([O:18][CH3:19])=[O:17])=[N:14]1, predict the reactants needed to synthesize it. The reactants are: [F:1][C:2]1[CH:7]=[C:6]([O:8][C:9]([F:12])([F:11])[F:10])[CH:5]=[CH:4][C:3]=1[NH:13][N:14]=[C:15]([C:20](=[O:24])[CH2:21][O:22][CH3:23])[C:16]([O:18][CH3:19])=[O:17].[CH:25](OC(OC(C)C)N(C)C)(C)C.